Dataset: Reaction yield outcomes from USPTO patents with 853,638 reactions. Task: Predict the reaction yield, written as a fraction of the theoretical maximum amount of product (1.0 means a 100% yield; for example, 0.34 means a 34% yield). (1) The reactants are C([O-])(=O)C.[NH4+:5].[C-:6]#[N:7].[K+].[CH:9](=O)[C:10]1[O:14][CH:13]=[CH:12][CH:11]=1.Br.BrBr.S(=O)(O)[O-].[Na+]. The catalyst is O.C(OCC)(=O)C. The product is [OH:14][C:10]1[C:9]([C:6]#[N:7])=[N:5][CH:13]=[CH:12][CH:11]=1. The yield is 0.470. (2) The reactants are [H-].[Na+].[O:3]=[C:4]([CH2:12][CH2:13][CH2:14][CH2:15][CH3:16])[CH2:5]P(=O)(OC)OC.[CH3:17][O:18][C:19](=[O:35])[CH2:20][CH2:21][CH2:22][CH2:23][CH2:24][CH2:25][N:26]1[C:31](=[O:32])[CH2:30][CH2:29][CH2:28][CH:27]1[CH:33]=O. The catalyst is C1COCC1. The product is [CH3:17][O:18][C:19](=[O:35])[CH2:20][CH2:21][CH2:22][CH2:23][CH2:24][CH2:25][N:26]1[CH:27](/[CH:33]=[CH:5]/[C:4](=[O:3])[CH2:12][CH2:13][CH2:14][CH2:15][CH3:16])[CH2:28][CH2:29][CH2:30][C:31]1=[O:32]. The yield is 0.950. (3) The reactants are [O:1]([CH2:8][C@@H:9]1[CH2:13][CH2:12][CH2:11][N:10]1[C:14]([O:16][C:17]([CH3:20])([CH3:19])[CH3:18])=[O:15])[C:2]1[CH:7]=C[CH:5]=[CH:4][CH:3]=1.OC1C=[N:24]C=CC=1. No catalyst specified. The product is [C:17]([O:16][C:14]([N:10]1[CH2:11][CH2:12][CH2:13][CH:9]1[CH2:8][O:1][C:2]1[CH:7]=[N:24][CH:5]=[CH:4][CH:3]=1)=[O:15])([CH3:20])([CH3:19])[CH3:18]. The yield is 0.610. (4) The yield is 0.440. The reactants are Br[C:2]1[CH:11]=[CH:10][C:9]([F:12])=[CH:8][C:3]=1[C:4]([O:6][CH3:7])=[O:5].[NH:13]1[C:17](B(O)O)=[CH:16][CH:15]=[N:14]1.C([O-])(O)=O.[Na+]. The catalyst is COCCOC.O. The product is [F:12][C:9]1[CH:10]=[CH:11][C:2]([C:15]2[NH:14][N:13]=[CH:17][CH:16]=2)=[C:3]([CH:8]=1)[C:4]([O:6][CH3:7])=[O:5]. (5) The reactants are [Br:1][C:2]1[CH:3]=[C:4]([CH:13]=[CH:14][CH:15]=1)[O:5][CH2:6][CH2:7][CH2:8][C:9]([O:11]C)=[O:10].[OH-].[Na+]. The catalyst is CO. The product is [Br:1][C:2]1[CH:3]=[C:4]([CH:13]=[CH:14][CH:15]=1)[O:5][CH2:6][CH2:7][CH2:8][C:9]([OH:11])=[O:10]. The yield is 0.990. (6) The reactants are [C:1]([O:5][C:6](=[O:18])[NH:7][CH2:8][C:9]1[CH:14]=[CH:13][C:12]([N+:15]([O-])=O)=[CH:11][CH:10]=1)([CH3:4])([CH3:3])[CH3:2].C([O-])=O.[NH4+].O. The catalyst is [Fe].C1(C)C=CC=CC=1. The product is [C:1]([O:5][C:6](=[O:18])[NH:7][CH2:8][C:9]1[CH:10]=[CH:11][C:12]([NH2:15])=[CH:13][CH:14]=1)([CH3:4])([CH3:2])[CH3:3]. The yield is 0.900. (7) The reactants are [NH2:1][C@H:2]([CH2:13][OH:14])[C:3]([NH:5][CH2:6][C:7]1[CH:12]=[CH:11][CH:10]=[CH:9][CH:8]=1)=[O:4].C(N(CC)CC)C.[C:22](Cl)(=[O:26])[O:23][CH2:24][CH3:25]. The catalyst is O1CCCC1. The product is [CH2:6]([NH:5][C:3](=[O:4])[C@H:2]([NH:1][C:22]([O:23][CH2:24][CH3:25])=[O:26])[CH2:13][OH:14])[C:7]1[CH:12]=[CH:11][CH:10]=[CH:9][CH:8]=1. The yield is 0.730. (8) The reactants are [CH2:1](Br)[C:2]1[CH:7]=[CH:6][CH:5]=[CH:4][CH:3]=1.[CH2:9]([O:11][C:12](=[O:33])[C:13]1[CH:18]=[C:17]([N:19]2[C:23]([CH3:24])=[CH:22][CH:21]=[C:20]2[C:25]2[CH:30]=[C:29]([Cl:31])[CH:28]=[CH:27][C:26]=2[OH:32])[CH:16]=[N:15][CH:14]=1)[CH3:10].C([O-])([O-])=O.[K+].[K+]. The catalyst is CN(C=O)C.CCOC(C)=O. The product is [CH2:9]([O:11][C:12](=[O:33])[C:13]1[CH:18]=[C:17]([N:19]2[C:23]([CH3:24])=[CH:22][CH:21]=[C:20]2[C:25]2[CH:30]=[C:29]([Cl:31])[CH:28]=[CH:27][C:26]=2[O:32][CH2:1][C:2]2[CH:7]=[CH:6][CH:5]=[CH:4][CH:3]=2)[CH:16]=[N:15][CH:14]=1)[CH3:10]. The yield is 0.560. (9) The catalyst is CS(C)=O.[Pd].CCOC(C)=O.CCCCCC. The reactants are Br[C:2]1[CH:10]=[CH:9][CH:8]=[C:7]2[C:3]=1[CH:4]=[CH:5][NH:6]2.B(OB([O-])[O-])([O-])[O-].CC([O-])=O.[K+].C(Cl)Cl. The yield is 0.210. The product is [NH:6]1[C:7]2[C:3](=[CH:2][CH:10]=[CH:9][CH:8]=2)[CH:4]=[CH:5]1.